From a dataset of Catalyst prediction with 721,799 reactions and 888 catalyst types from USPTO. Predict which catalyst facilitates the given reaction. (1) Reactant: [Cl:1][C:2]1[CH:3]=[CH:4][C:5]([N:33](C)[C:34](=O)C(F)(F)F)=[C:6]([CH:32]=1)[C:7]([N:9]([CH2:22][C:23]1[CH:28]=[CH:27][C:26]([CH:29]2[CH2:31][CH2:30]2)=[CH:25][CH:24]=1)[CH2:10][CH2:11][C:12]1[CH:17]=[CH:16][CH:15]=[C:14]([C:18]([F:21])([F:20])[F:19])[CH:13]=1)=[O:8].[OH-].[Na+]. Product: [Cl:1][C:2]1[CH:3]=[CH:4][C:5]([NH:33][CH3:34])=[C:6]([CH:32]=1)[C:7]([N:9]([CH2:22][C:23]1[CH:24]=[CH:25][C:26]([CH:29]2[CH2:31][CH2:30]2)=[CH:27][CH:28]=1)[CH2:10][CH2:11][C:12]1[CH:17]=[CH:16][CH:15]=[C:14]([C:18]([F:20])([F:21])[F:19])[CH:13]=1)=[O:8]. The catalyst class is: 5. (2) Reactant: C([Li])CCC.[CH3:6][O:7][C:8]1[CH:9]=[CH:10][C:11]2[CH:15]=[CH:14][S:13][C:12]=2[CH:16]=1.[CH2:17]1[O:19][CH2:18]1.Cl. Product: [CH3:6][O:7][C:8]1[CH:9]=[CH:10][C:11]2[CH:15]=[C:14]([CH2:17][CH2:18][OH:19])[S:13][C:12]=2[CH:16]=1. The catalyst class is: 7. (3) Reactant: [CH3:1][O:2][C:3]1[C:8]2[NH:9]C(=O)O[C:12](=[O:13])[C:7]=2[CH:6]=[CH:5][CH:4]=1.[Br:15][C:16]1[CH:22]=[CH:21][C:19]([NH2:20])=[CH:18][CH:17]=1. Product: [NH2:9][C:8]1[C:3]([O:2][CH3:1])=[CH:4][CH:5]=[CH:6][C:7]=1[C:12]([NH:20][C:19]1[CH:21]=[CH:22][C:16]([Br:15])=[CH:17][CH:18]=1)=[O:13]. The catalyst class is: 3. (4) Reactant: F[C:2]1[CH:7]=[CH:6][CH:5]=[CH:4][C:3]=1[N+:8]([O-:10])=[O:9].[Cl:11][C:12]1[CH:18]=[CH:17][C:15]([NH2:16])=[CH:14][CH:13]=1.[F-].[K+].Cl. Product: [Cl:11][C:12]1[CH:18]=[CH:17][C:15]([NH:16][C:2]2[CH:7]=[CH:6][CH:5]=[CH:4][C:3]=2[N+:8]([O-:10])=[O:9])=[CH:14][CH:13]=1. The catalyst class is: 2. (5) Reactant: [NH:1](C(OCC1C=CC=CC=1)=O)[CH2:2][C:3]([NH:5][CH2:6][C:7]([O:9][C:10]([CH3:13])([CH3:12])[CH3:11])=[O:8])=[O:4]. Product: [NH2:1][CH2:2][C:3]([NH:5][CH2:6][C:7]([O:9][C:10]([CH3:13])([CH3:12])[CH3:11])=[O:8])=[O:4]. The catalyst class is: 123. (6) Reactant: [N+:1]([C:4]1[CH:5]=[CH:6][C:7]([N:10]2[CH2:14][CH2:13][C@@H:12]([OH:15])[CH2:11]2)=[N:8][CH:9]=1)([O-])=O. Product: [NH2:1][C:4]1[CH:5]=[CH:6][C:7]([N:10]2[CH2:14][CH2:13][C@@H:12]([OH:15])[CH2:11]2)=[N:8][CH:9]=1. The catalyst class is: 19. (7) Reactant: Cl.[F:2][C:3]1[CH:8]=[C:7]([F:9])[CH:6]=[CH:5][C:4]=1[N:10]1[CH:14]([C:15]2[CH:20]=[CH:19][C:18]([N:21]3[CH2:26][CH2:25][NH:24][CH2:23][CH2:22]3)=[CH:17][CH:16]=2)[CH2:13][C:12]([C:27]([C:33]([F:36])([F:35])[F:34])([C:29]([F:32])([F:31])[F:30])[OH:28])=[N:11]1.C(N(CC)CC)C.[CH3:44][S:45](Cl)(=[O:47])=[O:46]. Product: [F:2][C:3]1[CH:8]=[C:7]([F:9])[CH:6]=[CH:5][C:4]=1[N:10]1[CH:14]([C:15]2[CH:16]=[CH:17][C:18]([N:21]3[CH2:22][CH2:23][N:24]([S:45]([CH3:44])(=[O:47])=[O:46])[CH2:25][CH2:26]3)=[CH:19][CH:20]=2)[CH2:13][C:12]([C:27]([C:29]([F:30])([F:32])[F:31])([C:33]([F:34])([F:35])[F:36])[OH:28])=[N:11]1. The catalyst class is: 4.